From a dataset of CYP2C9 inhibition data for predicting drug metabolism from PubChem BioAssay. Regression/Classification. Given a drug SMILES string, predict its absorption, distribution, metabolism, or excretion properties. Task type varies by dataset: regression for continuous measurements (e.g., permeability, clearance, half-life) or binary classification for categorical outcomes (e.g., BBB penetration, CYP inhibition). Dataset: cyp2c9_veith. (1) The molecule is N#Cc1cccc(NC(=O)N2CCCC3(CCN(C(=O)c4cnccn4)CC3)C2)c1. The result is 0 (non-inhibitor). (2) The result is 0 (non-inhibitor). The drug is CN(C)Cc1ccccc1-c1ccc2ncnc(N3CCOCC3)c2c1. (3) The molecule is Cn1c(=O)c2c(nc(N3CCN(c4ccccn4)CC3)n2Cc2ccccc2Cl)n(C)c1=O. The result is 1 (inhibitor).